From a dataset of Catalyst prediction with 721,799 reactions and 888 catalyst types from USPTO. Predict which catalyst facilitates the given reaction. (1) Reactant: [Cl:1][C:2]1[CH:7]=[CH:6][CH:5]=[CH:4][C:3]=1[C:8]1[S:12][C:11]([CH2:13][O:14][C:15]2[CH:26]=[CH:25][C:18]([O:19][CH2:20][C:21]([O:23]C)=[O:22])=[C:17]([CH3:27])[CH:16]=2)=[N:10][CH:9]=1.[Li+].[OH-].Cl. Product: [Cl:1][C:2]1[CH:7]=[CH:6][CH:5]=[CH:4][C:3]=1[C:8]1[S:12][C:11]([CH2:13][O:14][C:15]2[CH:26]=[CH:25][C:18]([O:19][CH2:20][C:21]([OH:23])=[O:22])=[C:17]([CH3:27])[CH:16]=2)=[N:10][CH:9]=1. The catalyst class is: 6. (2) Reactant: [C:1]([CH:5]1[CH2:10][CH2:9][CH:8]([CH:11]([NH:26][C:27]([NH:29][C:30]2[CH:35]=[CH:34][C:33]([O:36][C:37]([F:40])([F:39])[F:38])=[CH:32][CH:31]=2)=[O:28])[C:12]2[CH:25]=[CH:24][C:15]([C:16]([NH:18][CH2:19][CH2:20][C:21]([OH:23])=O)=[O:17])=[CH:14][CH:13]=2)[CH2:7][CH2:6]1)([CH3:4])([CH3:3])[CH3:2].[OH:41][N:42]1C2C=CC=CC=2N=N1.Cl.CN(C)CCCN=C=NCC.C(N(CC)C(C)C)(C)C.C[Si](C)(C)ON. Product: [C:1]([C@H:5]1[CH2:6][CH2:7][C@H:8]([CH:11]([NH:26][C:27]([NH:29][C:30]2[CH:31]=[CH:32][C:33]([O:36][C:37]([F:40])([F:38])[F:39])=[CH:34][CH:35]=2)=[O:28])[C:12]2[CH:25]=[CH:24][C:15]([C:16]([NH:18][CH2:19][CH2:20][C:21](=[O:23])[NH:42][OH:41])=[O:17])=[CH:14][CH:13]=2)[CH2:9][CH2:10]1)([CH3:3])([CH3:4])[CH3:2]. The catalyst class is: 3. (3) Reactant: [N:1]1([C:7]2[CH:19]=[C:18]([C:20]([O:22][CH3:23])=[O:21])[C:10]3[NH:11][C:12]([C:14]([F:17])([F:16])[F:15])=[N:13][C:9]=3[CH:8]=2)[CH2:6][CH2:5][O:4][CH2:3][CH2:2]1.C(=O)([O-])[O-].[K+].[K+].Br[CH2:31][C:32]1[CH:37]=[CH:36][CH:35]=[C:34]([Cl:38])[C:33]=1[CH3:39]. Product: [Cl:38][C:34]1[C:33]([CH3:39])=[C:32]([CH2:31][N:13]2[C:9]3[CH:8]=[C:7]([N:1]4[CH2:6][CH2:5][O:4][CH2:3][CH2:2]4)[CH:19]=[C:18]([C:20]([O:22][CH3:23])=[O:21])[C:10]=3[N:11]=[C:12]2[C:14]([F:17])([F:15])[F:16])[CH:37]=[CH:36][CH:35]=1. The catalyst class is: 9. (4) Reactant: [CH2:1]([O:3][C:4](=[O:13])[C:5]1[CH:10]=[CH:9][C:8]([Br:11])=[C:7]([CH3:12])[CH:6]=1)[CH3:2].[Br:14]N1C(=O)CCC1=O.C(OOC(=O)C1C=CC=CC=1)(=O)C1C=CC=CC=1. Product: [Br:11][C:8]1[CH:9]=[CH:10][C:5]([C:4]([O:3][CH2:1][CH3:2])=[O:13])=[CH:6][C:7]=1[CH2:12][Br:14]. The catalyst class is: 53. (5) Reactant: [Br:1][C:2]1[CH:3]=[CH:4][C:5]([Cl:14])=[C:6]([CH:13]=1)[C:7]([NH:9][CH2:10][CH:11]=O)=[O:8].Cl.[NH2:16][OH:17].[C:18]([O-:21])(=O)C.[Na+]. Product: [Br:1][C:2]1[CH:3]=[CH:4][C:5]([Cl:14])=[C:6]([CH:13]=1)[C:7]([NH:9][CH2:10][CH2:11][N:16]([CH:18]=[O:21])[OH:17])=[O:8]. The catalyst class is: 5. (6) Reactant: Br[CH2:2][C:3]1[CH:8]=[C:7]([F:9])[C:6]([F:10])=[CH:5][C:4]=1[C:11]1[CH:12]=[CH:13][C:14]([C:17]([NH:19][CH2:20][CH2:21][C:22]([O:24][CH2:25][CH3:26])=[O:23])=[O:18])=[N:15][CH:16]=1.[Cl:27][C:28]1[CH:33]=[CH:32][C:31]([C:34]2[CH:39]=[CH:38][C:37]([NH2:40])=[CH:36][CH:35]=2)=[CH:30][CH:29]=1.C([O-])([O-])=O.[K+].[K+]. Product: [Cl:27][C:28]1[CH:29]=[CH:30][C:31]([C:34]2[CH:39]=[CH:38][C:37]([NH:40][CH2:2][C:3]3[CH:8]=[C:7]([F:9])[C:6]([F:10])=[CH:5][C:4]=3[C:11]3[CH:12]=[CH:13][C:14]([C:17]([NH:19][CH2:20][CH2:21][C:22]([O:24][CH2:25][CH3:26])=[O:23])=[O:18])=[N:15][CH:16]=3)=[CH:36][CH:35]=2)=[CH:32][CH:33]=1. The catalyst class is: 3. (7) Reactant: [Br:1][CH:2]([C:4]1[CH:12]=[CH:11][C:7]([C:8]([OH:10])=O)=[CH:6][CH:5]=1)[CH3:3].C1C(=O)N(O)C(=O)C1.CCN=C=NCCCN(C)C.C([O-])([O-])=O.[Na+].[Na+].[CH3:38][C:39]1([CH3:48])[CH2:44][CH:43]([NH2:45])[CH2:42][C:41]([CH3:47])([CH3:46])[NH:40]1. Product: [Br:1][CH:2]([C:4]1[CH:5]=[CH:6][C:7]([C:8]([NH:45][CH:43]2[CH2:44][C:39]([CH3:48])([CH3:38])[NH:40][C:41]([CH3:47])([CH3:46])[CH2:42]2)=[O:10])=[CH:11][CH:12]=1)[CH3:3]. The catalyst class is: 2. (8) Reactant: [N:1]1[CH:6]=[CH:5][C:4]([CH:7]=O)=[CH:3][CH:2]=1.[CH3:9][C:10]1([CH3:18])[O:17][C:15](=[O:16])[CH2:14][C:12](=[O:13])[O:11]1.N1CCC[C@H]1C(O)=O. Product: [CH3:9][C:10]1([CH3:18])[O:17][C:15](=[O:16])[C:14](=[CH:7][C:4]2[CH:3]=[CH:2][N:1]=[CH:6][CH:5]=2)[C:12](=[O:13])[O:11]1. The catalyst class is: 10. (9) Reactant: O1CCCOB1[C:7]1[CH:14]=[CH:13][CH:12]=[CH:11][C:8]=1[C:9]#[N:10].Br[C:16]1[CH:22]=[C:21]([CH2:23][CH2:24][CH2:25][CH3:26])[CH:20]=[CH:19][C:17]=1[NH2:18].C(=O)([O-])[O-].[K+].[K+].C(O)C. Product: [CH2:23]([C:21]1[CH:22]=[CH:16][C:17]2[C:19](=[C:7]3[C:8](=[C:9]([NH2:10])[N:18]=2)[CH:11]=[CH:12][CH:13]=[CH:14]3)[CH:20]=1)[CH2:24][CH2:25][CH3:26]. The catalyst class is: 109.